This data is from Full USPTO retrosynthesis dataset with 1.9M reactions from patents (1976-2016). The task is: Predict the reactants needed to synthesize the given product. (1) The reactants are: Cl.[Cl:2][C:3]1[C:43]([C:44]([F:47])([F:46])[F:45])=[CH:42][CH:41]=[CH:40][C:4]=1[CH2:5][N:6]([CH2:26][CH:27]([C:34]1[CH:39]=[CH:38][CH:37]=[CH:36][CH:35]=1)[C:28]1[CH:33]=[CH:32][CH:31]=[CH:30][CH:29]=1)[CH2:7][CH2:8][CH2:9][O:10][C:11]1[CH:12]=[C:13]([CH2:17][C:18]([N:20]2[CH2:25][CH2:24]O[CH2:22][CH2:21]2)=[O:19])[CH:14]=[CH:15][CH:16]=1.N1CC[S:51]CC1.N1CCOCC1. Given the product [Cl:2][C:3]1[C:43]([C:44]([F:47])([F:46])[F:45])=[CH:42][CH:41]=[CH:40][C:4]=1[CH2:5][N:6]([CH2:26][CH:27]([C:34]1[CH:39]=[CH:38][CH:37]=[CH:36][CH:35]=1)[C:28]1[CH:33]=[CH:32][CH:31]=[CH:30][CH:29]=1)[CH2:7][CH2:8][CH2:9][O:10][C:11]1[CH:12]=[C:13]([CH2:17][C:18]([N:20]2[CH2:25][CH2:24][S:51][CH2:22][CH2:21]2)=[O:19])[CH:14]=[CH:15][CH:16]=1, predict the reactants needed to synthesize it. (2) Given the product [F:3][C:4]1[CH:9]=[CH:8][C:7]([C:10]2[CH:11]=[CH:12][C:13]([N:16]3[CH2:21][CH2:20][N:19]([S:22]([CH2:25][CH:26]([NH:1][OH:2])[CH2:27][CH2:28][CH2:29][C:30]4[N:35]=[CH:34][CH:33]=[CH:32][N:31]=4)(=[O:24])=[O:23])[CH2:18][CH2:17]3)=[N:14][CH:15]=2)=[CH:6][CH:5]=1, predict the reactants needed to synthesize it. The reactants are: [NH2:1][OH:2].[F:3][C:4]1[CH:9]=[CH:8][C:7]([C:10]2[CH:11]=[CH:12][C:13]([N:16]3[CH2:21][CH2:20][N:19]([S:22]([CH:25]=[CH:26][CH2:27][CH2:28][CH2:29][C:30]4[N:35]=[CH:34][CH:33]=[CH:32][N:31]=4)(=[O:24])=[O:23])[CH2:18][CH2:17]3)=[N:14][CH:15]=2)=[CH:6][CH:5]=1. (3) Given the product [Cl:1][C:2]1[CH:7]=[CH:6][C:5]([O:8][CH2:9][CH:11]2[CH2:12][O:13]2)=[CH:4][CH:3]=1, predict the reactants needed to synthesize it. The reactants are: [Cl:1][C:2]1[CH:7]=[CH:6][C:5]([OH:8])=[CH:4][CH:3]=1.[CH2:9]([CH:11]1[O:13][CH2:12]1)Cl. (4) Given the product [O:48]([CH2:47][CH2:46][S:45][CH2:44][C:40]1[CH:39]=[C:38]([C:34]2[CH:35]=[CH:36][CH:37]=[C:32]([C:30]([OH:31])=[O:29])[CH:33]=2)[CH:43]=[CH:42][CH:41]=1)[C:49]1[CH:50]=[CH:51][CH:52]=[CH:53][CH:54]=1, predict the reactants needed to synthesize it. The reactants are: O(CCSCC1C=CC(C2C=CC=C(C(O)=O)C=2)=CC=1)C1C=CC=CC=1.C([O:29][C:30]([C:32]1[CH:33]=[C:34]([C:38]2[CH:43]=[CH:42][CH:41]=[C:40]([CH2:44][S:45][CH2:46][CH2:47][O:48][C:49]3[CH:54]=[CH:53][CH:52]=[CH:51][CH:50]=3)[CH:39]=2)[CH:35]=[CH:36][CH:37]=1)=[O:31])C.[OH-].[Li+]. (5) Given the product [ClH:18].[ClH:18].[Cl:19][C:14]1[CH:13]=[C:12]([CH:17]=[CH:16][C:15]=1[Cl:18])[O:11][C:5]1[CH:4]=[CH:3][C:2]([N:23]2[CH:24]=[CH:25][C:21]([NH2:20])=[N:22]2)=[CH:10][C:6]=1[CH2:7][NH:8][CH3:9], predict the reactants needed to synthesize it. The reactants are: Br[C:2]1[CH:3]=[CH:4][C:5]([O:11][C:12]2[CH:17]=[CH:16][C:15]([Cl:18])=[C:14]([Cl:19])[CH:13]=2)=[C:6]([CH:10]=1)[CH2:7][NH:8][CH3:9].[NH2:20][C:21]1[CH:25]=[CH:24][NH:23][N:22]=1.C(=O)([O-])[O-].[K+].[K+]. (6) Given the product [CH2:2]([O:4][C:5](=[O:13])[CH2:6][N:7]1[CH:11]=[CH:10][S:9]/[C:8]/1=[N:12]\[C:24]([C:14]12[CH2:23][CH:18]3[CH2:17][CH:16]([CH2:22][CH:20]([CH2:19]3)[CH2:21]1)[CH2:15]2)=[O:25])[CH3:3], predict the reactants needed to synthesize it. The reactants are: Br.[CH2:2]([O:4][C:5](=[O:13])[CH2:6][N:7]1[CH:11]=[CH:10][S:9][C:8]1=[NH:12])[CH3:3].[C:14]12([C:24](O)=[O:25])[CH2:23][CH:18]3[CH2:19][CH:20]([CH2:22][CH:16]([CH2:17]3)[CH2:15]1)[CH2:21]2.F[P-](F)(F)(F)(F)F.N1(OC(N(C)C)=[N+](C)C)C2N=CC=CC=2N=N1.C(N(C(C)C)CC)(C)C.